This data is from Reaction yield outcomes from USPTO patents with 853,638 reactions. The task is: Predict the reaction yield, written as a fraction of the theoretical maximum amount of product (1.0 means a 100% yield; for example, 0.34 means a 34% yield). (1) The reactants are [NH2:1][CH2:2][CH2:3][NH:4][C:5](=[O:11])[O:6][C:7]([CH3:10])([CH3:9])[CH3:8].C(N(CC)CC)C.[CH3:19][S:20](Cl)(=[O:22])=[O:21]. The catalyst is C1COCC1. The product is [CH3:19][S:20]([NH:1][CH2:2][CH2:3][NH:4][C:5](=[O:11])[O:6][C:7]([CH3:8])([CH3:10])[CH3:9])(=[O:22])=[O:21]. The yield is 0.850. (2) The reactants are [C:1]([O:5][C:6]([C:8]([NH2:12])([OH:11])[CH2:9][CH3:10])=[O:7])([CH3:4])([CH3:3])[CH3:2].[CH:13]1[CH:14]=[CH:15][C:16]([C:19]2[CH:20]=[CH:21][C:22]([C:25]([CH2:27][CH2:28][C:29]([OH:31])=[O:30])=[O:26])=[CH:23][CH:24]=2)=[CH:17][CH:18]=1.ClCCl.CCN=C=NCCCN(C)C.Cl. The catalyst is CN(C1C=CN=CC=1)C.CN(C=O)C.ClCCl.C(OCC)(=O)C. The product is [C:6]([C:8]([NH2:12])([OH:11])[CH2:9][CH3:10])([O:5][C:1]([CH3:2])([CH3:4])[CH3:3])=[O:7].[CH:13]1[CH:18]=[CH:17][C:16]([C:19]2[CH:20]=[CH:21][C:22]([C:25]([CH2:27][CH2:28][C:29]([OH:31])=[O:30])=[O:26])=[CH:23][CH:24]=2)=[CH:15][CH:14]=1. The yield is 0.830. (3) The reactants are [OH:1][C:2]1[CH:7]=[C:6]([O:8][CH3:9])[CH:5]=[CH:4][C:3]=1[C:10]([C:12]1[CH:17]=[CH:16][C:15]([O:18][CH2:19][C:20]2[N:21]=[C:22]([C:26]3[CH:31]=[CH:30][CH:29]=[CH:28][CH:27]=3)[O:23][C:24]=2[CH3:25])=[CH:14][CH:13]=1)=[O:11].Br[C:33]([F:40])([F:39])[C:34]([O:36]CC)=[O:35].C(=O)([O-])[O-].[K+].[K+].CN(C)C=O. The catalyst is O. The product is [F:39][C:33]([F:40])([O:1][C:2]1[CH:7]=[C:6]([O:8][CH3:9])[CH:5]=[CH:4][C:3]=1[C:10](=[O:11])[C:12]1[CH:13]=[CH:14][C:15]([O:18][CH2:19][C:20]2[N:21]=[C:22]([C:26]3[CH:27]=[CH:28][CH:29]=[CH:30][CH:31]=3)[O:23][C:24]=2[CH3:25])=[CH:16][CH:17]=1)[C:34]([OH:36])=[O:35]. The yield is 0.220. (4) The reactants are [CH3:1][C:2]1[CH:7]=[C:6]([C:8]([F:17])([C:13]([F:16])([F:15])[F:14])[C:9]([F:12])([F:11])[F:10])[CH:5]=[C:4]([CH3:18])[C:3]=1[NH:19][C:20](=[O:31])[C:21]1[CH:26]=[C:25]([N+:27]([O-:29])=[O:28])[CH:24]=[CH:23][C:22]=1F.[CH2:32]([NH2:34])[CH3:33].O. The catalyst is C(#N)C. The product is [CH3:18][C:4]1[CH:5]=[C:6]([C:8]([F:17])([C:9]([F:11])([F:10])[F:12])[C:13]([F:16])([F:15])[F:14])[CH:7]=[C:2]([CH3:1])[C:3]=1[NH:19][C:20](=[O:31])[C:21]1[CH:26]=[C:25]([N+:27]([O-:29])=[O:28])[CH:24]=[CH:23][C:22]=1[NH:34][CH2:32][CH3:33]. The yield is 0.910. (5) The reactants are C([O:3][C:4](=[O:48])[CH2:5][CH2:6][CH2:7][O:8][C:9]1[CH:14]=[CH:13][CH:12]=[C:11]([CH2:15][CH2:16][CH2:17][CH2:18][CH2:19][CH2:20][O:21][C:22]2[CH:27]=[C:26]([S:28]([CH3:31])(=[O:30])=[O:29])[CH:25]=[C:24]([C:32]3[CH:33]=[CH:34][C:35]4[S:39][CH:38]=[N:37][C:36]=4[CH:40]=3)[CH:23]=2)[C:10]=1[CH2:41][CH2:42][C:43]([O:45]CC)=[O:44])C.[OH-].[Na+]. No catalyst specified. The product is [S:39]1[C:35]2[CH:34]=[CH:33][C:32]([C:24]3[CH:23]=[C:22]([CH:27]=[C:26]([S:28]([CH3:31])(=[O:29])=[O:30])[CH:25]=3)[O:21][CH2:20][CH2:19][CH2:18][CH2:17][CH2:16][CH2:15][C:11]3[C:10]([CH2:41][CH2:42][C:43]([OH:45])=[O:44])=[C:9]([CH:14]=[CH:13][CH:12]=3)[O:8][CH2:7][CH2:6][CH2:5][C:4]([OH:48])=[O:3])=[CH:40][C:36]=2[N:37]=[CH:38]1. The yield is 0.544. (6) The reactants are [NH2:1][C:2]1[N:7]2[CH:8]=[C:9]([CH2:11][CH3:12])[N:10]=[C:6]2[C:5]([C:13]([OH:15])=O)=[CH:4][C:3]=1[Cl:16].N[CH2:29][CH:28]1[CH2:31]CN(C(O[C:28]([CH3:31])([CH3:30])[CH3:29])=O)C[CH2:30]1.CCOC(OC(O[CH2:41][CH3:42])=O)=O.[CH:43]([N:46]([CH:49]([CH3:51])C)[CH2:47][CH3:48])([CH3:45])C.C[N:53](C)C=O. No catalyst specified. The product is [NH2:1][C:2]1[N:7]2[CH:8]=[C:9]([CH2:11][CH3:12])[N:10]=[C:6]2[C:5]([C:13]([NH:53][CH2:41][CH:42]2[CH2:48][CH2:47][N:46]([CH2:43][CH2:45][C:28]([CH3:31])([CH3:30])[CH3:29])[CH2:49][CH2:51]2)=[O:15])=[CH:4][C:3]=1[Cl:16]. The yield is 0.900.